This data is from Catalyst prediction with 721,799 reactions and 888 catalyst types from USPTO. The task is: Predict which catalyst facilitates the given reaction. (1) Reactant: [OH:1][N:2]=[C:3]([C:10]1[N:14]([CH3:15])[CH:13]=[N:12][CH:11]=1)[C:4]1[CH:9]=[CH:8][CH:7]=[CH:6][CH:5]=1.Br[CH2:17][C:18]1[N:23]=[C:22]([N:24]2[C:32](=[O:33])[C:31]3[C:26](=[CH:27][CH:28]=[CH:29][CH:30]=3)[C:25]2=[O:34])[CH:21]=[CH:20][CH:19]=1.C(=O)([O-])[O-].[Cs+].[Cs+].[I-].[K+]. Product: [CH3:15][N:14]1[C:10]([C:3](=[N:2][O:1][CH2:17][C:18]2[N:23]=[C:22]([N:24]3[C:25](=[O:34])[C:26]4[C:31](=[CH:30][CH:29]=[CH:28][CH:27]=4)[C:32]3=[O:33])[CH:21]=[CH:20][CH:19]=2)[C:4]2[CH:5]=[CH:6][CH:7]=[CH:8][CH:9]=2)=[CH:11][N:12]=[CH:13]1. The catalyst class is: 10. (2) Reactant: [H-].[Na+].[NH:3]1[C:12]2[C:7](=[CH:8][CH:9]=[CH:10][CH:11]=2)[CH2:6][CH2:5][C:4]1=[O:13].[Br:14][CH2:15][CH2:16][CH2:17][CH2:18]Br. Product: [Br:14][CH2:15][CH2:16][CH2:17][CH2:18][N:3]1[C:12]2[C:7](=[CH:8][CH:9]=[CH:10][CH:11]=2)[CH2:6][CH2:5][C:4]1=[O:13]. The catalyst class is: 9.